This data is from Full USPTO retrosynthesis dataset with 1.9M reactions from patents (1976-2016). The task is: Predict the reactants needed to synthesize the given product. (1) Given the product [CH2:1]([N:3]([C:13]1[CH:18]=[CH:17][CH:16]=[CH:15][CH:14]=1)[C:4]1[CH:9]=[CH:8][CH:7]=[C:6]([NH2:10])[CH:5]=1)[CH3:2], predict the reactants needed to synthesize it. The reactants are: [CH2:1]([N:3]([C:13]1[CH:18]=[CH:17][CH:16]=[CH:15][CH:14]=1)[C:4]1[CH:9]=[CH:8][CH:7]=[C:6]([N+:10]([O-])=O)[CH:5]=1)[CH3:2].O.O.[Sn](Cl)Cl. (2) Given the product [C:13]([O:17][C:18](=[O:40])[NH:19][C@H:20]([CH2:32][C:33]1[CH:38]=[CH:37][CH:36]=[CH:35][C:34]=1[F:39])[CH2:21][C:22](=[O:23])[NH:1][CH:2]1[CH2:11][C:10]2[C:5](=[N:6][CH:7]=[CH:8][CH:9]=2)[NH:4][C:3]1=[O:12])([CH3:16])([CH3:14])[CH3:15], predict the reactants needed to synthesize it. The reactants are: [NH2:1][CH:2]1[CH2:11][C:10]2[C:5](=[N:6][CH:7]=[CH:8][CH:9]=2)[NH:4][C:3]1=[O:12].[C:13]([O:17][C:18](=[O:40])[NH:19][C@H:20]([CH2:32][C:33]1[CH:38]=[CH:37][CH:36]=[CH:35][C:34]=1[F:39])[CH2:21][C:22](ON1C(=O)CCC1=O)=[O:23])([CH3:16])([CH3:15])[CH3:14].C(N(CC)CC)C. (3) Given the product [OH:2][C:3]1[CH:12]=[C:11]2[C:6]([CH2:7][CH2:8][C:9](=[O:13])[CH2:10]2)=[CH:5][CH:4]=1, predict the reactants needed to synthesize it. The reactants are: C[O:2][C:3]1[CH:12]=[C:11]2[C:6]([CH2:7][CH2:8][C:9](=[O:13])[CH2:10]2)=[CH:5][CH:4]=1.C1(S)C=CC=CC=1.C([O-])([O-])=O.[K+].[K+].[OH-].[Na+]. (4) Given the product [F:6][C:7]1[C:12](=[O:13])[N:11]2[CH2:14][C@@:15]([CH3:21])([C:17]([F:20])([F:19])[F:18])[NH:16][C:10]2=[N:9][C:8]=1[Cl:3], predict the reactants needed to synthesize it. The reactants are: P(Cl)(Cl)([Cl:3])=O.[F:6][C:7]1[C:12](=[O:13])[N:11]2[CH2:14][C@@:15]([CH3:21])([C:17]([F:20])([F:19])[F:18])[NH:16][C:10]2=[N:9][C:8]=1O.[OH-].[Na+].